This data is from Reaction yield outcomes from USPTO patents with 853,638 reactions. The task is: Predict the reaction yield, written as a fraction of the theoretical maximum amount of product (1.0 means a 100% yield; for example, 0.34 means a 34% yield). (1) The reactants are N[C:2]1[CH:3]=[C:4]([CH3:10])[C:5]([S:8][CH3:9])=[N:6][CH:7]=1.S(=O)(=O)(O)[OH:12].N([O-])=O.[Na+].[OH-].[Na+]. The catalyst is O. The product is [CH3:10][C:4]1[CH:3]=[C:2]([OH:12])[CH:7]=[N:6][C:5]=1[S:8][CH3:9]. The yield is 0.680. (2) The reactants are [CH2:1]([O:8][C:9]1[CH:14]=[CH:13][CH:12]=[CH:11][C:10]=1[C:15]1[NH:20][C:19](=[O:21])[C:18]([C:22]#[N:23])=[C:17]([S:24]([CH3:26])=[O:25])[CH:16]=1)[C:2]1[CH:7]=[CH:6][CH:5]=[CH:4][CH:3]=1.Br[CH2:28][C:29]([NH2:31])=[O:30].C([O-])([O-])=O.[K+].[K+].O. The catalyst is CN(C=O)C. The product is [CH2:1]([O:8][C:9]1[CH:14]=[CH:13][CH:12]=[CH:11][C:10]=1[C:15]1[N:20]=[C:19]([O:21][CH2:28][C:29]([NH2:31])=[O:30])[C:18]([C:22]#[N:23])=[C:17]([S:24]([CH3:26])=[O:25])[CH:16]=1)[C:2]1[CH:7]=[CH:6][CH:5]=[CH:4][CH:3]=1. The yield is 0.610.